From a dataset of Reaction yield outcomes from USPTO patents with 853,638 reactions. Predict the reaction yield, written as a fraction of the theoretical maximum amount of product (1.0 means a 100% yield; for example, 0.34 means a 34% yield). (1) The reactants are Cl[C:2]1[N:7]=[CH:6][NH:5][C:4]2=[N:8][CH:9]=[CH:10][C:3]=12.O(C(C)(C)C)[K].C1COCC1.[C:22]1([CH2:28][SH:29])[CH:27]=[CH:26][CH:25]=[CH:24][CH:23]=1. The catalyst is C(O)(C)C. The product is [CH2:28]([S:29][C:2]1[C:3]2[CH:10]=[CH:9][NH:8][C:4]=2[N:5]=[CH:6][N:7]=1)[C:22]1[CH:27]=[CH:26][CH:25]=[CH:24][CH:23]=1. The yield is 0.790. (2) The reactants are [I:1][C:2]1[C:10]2[C:5](=[CH:6][CH:7]=[C:8]([C:11]([OH:13])=O)[CH:9]=2)[NH:4][N:3]=1.[CH:14]1([CH:19]([C:21]2[CH:26]=[CH:25][CH:24]=[CH:23][CH:22]=2)[NH2:20])[CH2:18][CH2:17][CH2:16][CH2:15]1.CN(C(ON1N=NC2C=CC=CC1=2)=[N+](C)C)C.[B-](F)(F)(F)F.CCN(C(C)C)C(C)C. The catalyst is CN(C=O)C. The product is [CH:14]1([CH:19]([C:21]2[CH:22]=[CH:23][CH:24]=[CH:25][CH:26]=2)[NH:20][C:11]([C:8]2[CH:9]=[C:10]3[C:5](=[CH:6][CH:7]=2)[NH:4][N:3]=[C:2]3[I:1])=[O:13])[CH2:15][CH2:16][CH2:17][CH2:18]1. The yield is 0.970. (3) The reactants are [OH:1][C:2]1[CH:7]=[C:6]([CH3:8])[C:5]([NH:9][CH:10]=[O:11])=[C:4]([CH3:12])[C:3]=1[CH3:13].[CH2:14](Cl)[CH:15]=[CH:16][C:17]1[CH:22]=[CH:21][CH:20]=[CH:19][CH:18]=1. The catalyst is C(OCC)(=O)C.CCCCCC. The product is [CH3:12][C:4]1[C:3]([CH3:13])=[C:2]([O:1][CH2:14]/[CH:15]=[CH:16]/[C:17]2[CH:22]=[CH:21][CH:20]=[CH:19][CH:18]=2)[CH:7]=[C:6]([CH3:8])[C:5]=1[NH:9][CH:10]=[O:11]. The yield is 0.440. (4) The reactants are [CH2:1]([CH:3]([CH2:21][CH3:22])[CH:4]([C:6]1[N:10]([S:11]([C:14]2[CH:19]=[CH:18][C:17]([CH3:20])=[CH:16][CH:15]=2)(=[O:13])=[O:12])[N:9]=[CH:8][CH:7]=1)O)[CH3:2].C1(P(C2C=CC=CC=2)C2C=CC=CC=2)C=CC=CC=1.N(C(OCC)=O)=NC(OCC)=O.C1(P([N:68]=[N+:69]=[N-:70])(C2C=CC=CC=2)=O)C=CC=CC=1. The catalyst is C1COCC1. The product is [N:68]([CH:4]([C:6]1[N:10]([S:11]([C:14]2[CH:19]=[CH:18][C:17]([CH3:20])=[CH:16][CH:15]=2)(=[O:13])=[O:12])[N:9]=[CH:8][CH:7]=1)[CH:3]([CH2:21][CH3:22])[CH2:1][CH3:2])=[N+:69]=[N-:70]. The yield is 0.970. (5) The reactants are [Cl:1][C:2]1[CH:3]=[CH:4][C:5]([NH:8][C:9](=[O:24])[C:10]2[CH:15]=[CH:14][CH:13]=[CH:12][C:11]=2[NH:16][CH2:17][CH:18]2[CH2:23][CH2:22][NH:21][CH2:20][CH2:19]2)=[N:6][CH:7]=1.Cl[C:26]1[CH:31]=[CH:30][N:29]=[C:28]([CH3:32])[CH:27]=1. The catalyst is C(O)C. The product is [Cl:1][C:2]1[CH:3]=[CH:4][C:5]([NH:8][C:9](=[O:24])[C:10]2[CH:15]=[CH:14][CH:13]=[CH:12][C:11]=2[NH:16][CH2:17][CH:18]2[CH2:19][CH2:20][N:21]([C:26]3[CH:31]=[CH:30][N:29]=[C:28]([CH3:32])[CH:27]=3)[CH2:22][CH2:23]2)=[N:6][CH:7]=1. The yield is 0.660. (6) The reactants are [NH2:1][C:2]1[CH:3]=[C:4]([CH:21]=[CH:22][CH:23]=1)[O:5][C:6]1[CH:7]=[CH:8][C:9]2[N:10]([CH:12]=[C:13]([NH:15][C:16]([CH:18]3[CH2:20][CH2:19]3)=[O:17])[N:14]=2)[N:11]=1.[CH3:24][N:25]1[CH2:32][CH2:31][CH2:30][C@H:26]1[C:27](O)=[O:28].F[P-](F)(F)(F)(F)F.N1(OC(N(C)C)=[N+](C)C)C2C=CC=CC=2N=N1.OC1C2N=NNC=2C=CC=1.C(N(CC)C(C)C)(C)C.C(=O)([O-])O.[Na+]. The catalyst is CN(C)C=O. The product is [CH:18]1([C:16]([NH:15][C:13]2[N:14]=[C:9]3[CH:8]=[CH:7][C:6]([O:5][C:4]4[CH:3]=[C:2]([NH:1][C:27](=[O:28])[C@@H:26]5[CH2:30][CH2:31][CH2:32][N:25]5[CH3:24])[CH:23]=[CH:22][CH:21]=4)=[N:11][N:10]3[CH:12]=2)=[O:17])[CH2:20][CH2:19]1. The yield is 0.320. (7) The reactants are [Br:1][CH2:2][CH2:3][C:4]1[CH:12]=[CH:11][C:7]([C:8]([OH:10])=[O:9])=[CH:6][CH:5]=1.[C:13]1([P:19]([C:26]2[CH:31]=[CH:30][CH:29]=[CH:28][CH:27]=2)[C:20]2[CH:25]=[CH:24][CH:23]=[CH:22][CH:21]=2)[CH:18]=[CH:17][CH:16]=[CH:15][CH:14]=1. The catalyst is C1(C)C=CC=C(C)C=1. The product is [Br-:1].[C:8]([C:7]1[CH:11]=[CH:12][C:4]([CH2:3][CH2:2][P+:19]([C:20]2[CH:21]=[CH:22][CH:23]=[CH:24][CH:25]=2)([C:26]2[CH:31]=[CH:30][CH:29]=[CH:28][CH:27]=2)[C:13]2[CH:14]=[CH:15][CH:16]=[CH:17][CH:18]=2)=[CH:5][CH:6]=1)([OH:10])=[O:9]. The yield is 0.820.